This data is from Full USPTO retrosynthesis dataset with 1.9M reactions from patents (1976-2016). The task is: Predict the reactants needed to synthesize the given product. (1) Given the product [F:17][C:11]1[CH:12]=[C:13]([F:16])[CH:14]=[CH:15][C:10]=1[C@@H:8]1[CH2:9][NH:5][CH2:6][CH:7]1[C:18]#[N:19], predict the reactants needed to synthesize it. The reactants are: C([N:5]1[CH2:9][C@@H:8]([C:10]2[CH:15]=[CH:14][C:13]([F:16])=[CH:12][C:11]=2[F:17])[CH:7]([C:18]#[N:19])[CH2:6]1)(C)(C)C.ClC(OC(Cl)C)=O.CN(C)C1C2C(=CC=CC=2N(C)C)C=CC=1.CO. (2) Given the product [NH2:15][CH2:19][C@H:20]([NH:27][C:8]([C:4]1[S:5][CH:6]=[C:2]([C:31]2[N:32]([CH3:33])[N:28]=[CH:29][CH:30]=2)[CH:3]=1)=[O:10])[C:21]1[CH:22]=[CH:23][CH:24]=[CH:25][CH:26]=1, predict the reactants needed to synthesize it. The reactants are: Br[C:2]1[CH:3]=[C:4]([C:8]([OH:10])=O)[S:5][C:6]=1Br.CC([N:15]([CH2:19][C@H:20]([NH2:27])[C:21]1[CH:26]=[CH:25][CH:24]=[CH:23][CH:22]=1)C(=O)[O-])(C)C.[NH2:28][CH:29](CC1C=CC=CC=1)[CH2:30][CH2:31][NH:32][C:33](=O)OC(C)(C)C.